From a dataset of Rat liver microsome stability data. Regression/Classification. Given a drug SMILES string, predict its absorption, distribution, metabolism, or excretion properties. Task type varies by dataset: regression for continuous measurements (e.g., permeability, clearance, half-life) or binary classification for categorical outcomes (e.g., BBB penetration, CYP inhibition). Dataset: rlm. The drug is COc1ccc(Cl)cc1NC(=O)c1sc2nc3c(cc2c1N)N1CCC3CC1. The result is 1 (stable in rat liver microsomes).